From a dataset of Reaction yield outcomes from USPTO patents with 853,638 reactions. Predict the reaction yield, written as a fraction of the theoretical maximum amount of product (1.0 means a 100% yield; for example, 0.34 means a 34% yield). (1) The reactants are [CH2:1]([C:4]1[C:8]([CH2:9][CH2:10][CH2:11][OH:12])=[CH:7][N:6]([C:13]2[CH:18]=[CH:17][C:16]([C:19]([F:22])([F:21])[F:20])=[CH:15][N:14]=2)[N:5]=1)[CH2:2][CH3:3].O[C:24]1[CH:25]=[CH:26][C:27]([O:37][CH3:38])=[C:28]([CH2:30][CH2:31][C:32]([O:34]CC)=[O:33])[CH:29]=1.C(P(CCCC)CCCC)CCC.N(C(N1CCCCC1)=O)=NC(N1CCCCC1)=O. The catalyst is O1CCCC1. The product is [CH3:38][O:37][C:27]1[CH:26]=[CH:25][C:24]([O:12][CH2:11][CH2:10][CH2:9][C:8]2[C:4]([CH2:1][CH2:2][CH3:3])=[N:5][N:6]([C:13]3[CH:18]=[CH:17][C:16]([C:19]([F:21])([F:20])[F:22])=[CH:15][N:14]=3)[CH:7]=2)=[CH:29][C:28]=1[CH2:30][CH2:31][C:32]([OH:34])=[O:33]. The yield is 0.460. (2) The reactants are [CH3:1][N:2]1[CH2:7][CH2:6][N:5]([C:8]2[C:13]3[CH2:14][C@H:15]([NH:18][C:19](=[O:42])[C:20]4[CH:25]=[CH:24][C:23]([N:26]5[CH2:31][CH2:30][N:29]([CH2:32][CH2:33][O:34]CC6C=CC=CC=6)[CH2:28][CH2:27]5)=[CH:22][CH:21]=4)[CH2:16][O:17][C:12]=3[CH:11]=[CH:10][CH:9]=2)[CH2:4][CH2:3]1. The catalyst is C(O)(=O)C.[Pd]. The product is [CH3:1][N:2]1[CH2:3][CH2:4][N:5]([C:8]2[C:13]3[CH2:14][C@H:15]([NH:18][C:19](=[O:42])[C:20]4[CH:21]=[CH:22][C:23]([N:26]5[CH2:27][CH2:28][N:29]([CH2:32][CH2:33][OH:34])[CH2:30][CH2:31]5)=[CH:24][CH:25]=4)[CH2:16][O:17][C:12]=3[CH:11]=[CH:10][CH:9]=2)[CH2:6][CH2:7]1. The yield is 0.290.